This data is from Reaction yield outcomes from USPTO patents with 853,638 reactions. The task is: Predict the reaction yield, written as a fraction of the theoretical maximum amount of product (1.0 means a 100% yield; for example, 0.34 means a 34% yield). (1) The reactants are Cl[CH2:2][C:3]1[CH:4]=[C:5]([F:12])[C:6]2[O:10][CH2:9][O:8][C:7]=2[CH:11]=1.[C-:13]#[N:14].[Na+].O. The catalyst is CS(C)=O. The product is [F:12][C:5]1[C:6]2[O:10][CH2:9][O:8][C:7]=2[CH:11]=[C:3]([CH2:2][C:13]#[N:14])[CH:4]=1. The yield is 0.700. (2) The reactants are [S:1]([N:11]1[C:15]2=[N:16][CH:17]=[C:18]([CH2:20][NH:21][C:22]([C@@H:24]3[CH2:29][CH2:28][CH2:27][N:26]([C:30]([O:32][C:33]([CH3:36])([CH3:35])[CH3:34])=[O:31])[CH2:25]3)=O)[N:19]=[C:14]2[CH:13]=[CH:12]1)([C:4]1[CH:10]=[CH:9][C:7]([CH3:8])=[CH:6][CH:5]=1)(=[O:3])=[O:2].COC1C=CC(P2(SP(C3C=CC(OC)=CC=3)(=S)S2)=[S:46])=CC=1.CCOC(C)=O. The catalyst is O1CCOCC1. The product is [S:1]([N:11]1[C:15]2=[N:16][CH:17]=[C:18]([CH2:20][NH:21][C:22]([C@@H:24]3[CH2:29][CH2:28][CH2:27][N:26]([C:30]([O:32][C:33]([CH3:36])([CH3:35])[CH3:34])=[O:31])[CH2:25]3)=[S:46])[N:19]=[C:14]2[CH:13]=[CH:12]1)([C:4]1[CH:10]=[CH:9][C:7]([CH3:8])=[CH:6][CH:5]=1)(=[O:3])=[O:2]. The yield is 0.740. (3) The reactants are [CH2:1]([N:5]1[C:14](=[O:15])[C:13]([C:16]#[N:17])=[C:12]2[C:7]([C:8](=[O:18])[CH2:9][CH2:10][CH2:11]2)=[CH:6]1)[CH2:2][CH2:3][CH3:4].[BH4-].[Na+].Cl. The product is [CH2:1]([N:5]1[C:14](=[O:15])[C:13]([C:16]#[N:17])=[C:12]2[C:7]([CH:8]([OH:18])[CH2:9][CH2:10][CH2:11]2)=[CH:6]1)[CH2:2][CH2:3][CH3:4]. The yield is 0.750. The catalyst is C1COCC1. (4) The reactants are [CH3:1][C:2]1[CH:3]=[C:4]([CH:24]=[CH:25][C:26]=1[OH:27])[NH:5][C:6]1[C:15]2[C:10](=[CH:11][CH:12]=[CH:13][C:14]=2[O:16][CH:17]2[CH2:22][CH2:21][N:20]([CH3:23])[CH2:19][CH2:18]2)[N:9]=[CH:8][N:7]=1.[F:28][C:29]1[CH:36]=[CH:35][CH:34]=[C:33]([F:37])[C:30]=1[CH2:31]Cl. No catalyst specified. The product is [F:28][C:29]1[CH:36]=[CH:35][CH:34]=[C:33]([F:37])[C:30]=1[CH2:31][O:27][C:26]1[CH:25]=[CH:24][C:4]([NH:5][C:6]2[C:15]3[C:10](=[CH:11][CH:12]=[CH:13][C:14]=3[O:16][CH:17]3[CH2:22][CH2:21][N:20]([CH3:23])[CH2:19][CH2:18]3)[N:9]=[CH:8][N:7]=2)=[CH:3][C:2]=1[CH3:1]. The yield is 0.720. (5) The reactants are [F:1][C:2]1[CH:7]=[CH:6][C:5]([OH:8])=[CH:4][CH:3]=1.[C:9](O)([CH3:12])([CH3:11])[CH3:10].S(=O)(=O)(O)O. The catalyst is C(Cl)Cl. The product is [C:9]([C:6]1[CH:7]=[C:2]([F:1])[CH:3]=[CH:4][C:5]=1[OH:8])([CH3:12])([CH3:11])[CH3:10]. The yield is 0.420. (6) The reactants are [CH2:1]([N:8]1[CH:13]=[C:12]([C:14]2[CH:19]=[C:18]([N:20]3[CH2:24][CH2:23][C:22]([F:26])([F:25])[CH2:21]3)[N:17]=[C:16]([NH:27][C:28]3[CH:33]=[C:32]([C:34]([F:37])([F:36])[F:35])[CH:31]=[CH:30][N:29]=3)[CH:15]=2)[CH2:11][CH2:10][CH2:9]1)C1C=CC=CC=1.CO.C(OCC)(=O)C.C(O)(=O)C. The catalyst is [OH-].[OH-].[Pd+2]. The product is [F:26][C:22]1([F:25])[CH2:23][CH2:24][N:20]([C:18]2[N:17]=[C:16]([NH:27][C:28]3[CH:33]=[C:32]([C:34]([F:37])([F:36])[F:35])[CH:31]=[CH:30][N:29]=3)[CH:15]=[C:14]([CH:12]3[CH2:11][CH2:10][CH2:9][N:8]([CH3:1])[CH2:13]3)[CH:19]=2)[CH2:21]1. The yield is 0.0440. (7) The reactants are [Br:1][C:2]1[CH:3]=[C:4]([C:8]#[C:9][C:10]2[CH:11]=[C:12]3[C:17](=[CH:18][CH:19]=2)[CH2:16][CH2:15][CH2:14][CH2:13]3)[CH:5]=[CH:6][CH:7]=1.[OH2:20].CS(C)=[O:23]. The catalyst is [Pd](Cl)Cl. The product is [Br:1][C:2]1[CH:3]=[C:4]([C:8](=[O:23])[C:9]([C:10]2[CH:19]=[CH:18][C:17]3[CH2:16][CH2:15][CH2:14][CH2:13][C:12]=3[CH:11]=2)=[O:20])[CH:5]=[CH:6][CH:7]=1. The yield is 0.680. (8) The reactants are [C:1]([C:6]1[CH:7]=[C:8]2[C:12](=[N:13][CH:14]=1)[NH:11][C:10](=[O:15])[CH2:9]2)([O:3][CH2:4][CH3:5])=[O:2].[CH2:16]([O:18][CH:19](OC(=O)C)OCC)[CH3:17].C(OCC)C. The catalyst is C(O)(=O)C. The product is [C:1]([C:6]1[CH:7]=[C:8]2[C:12](=[N:13][CH:14]=1)[NH:11][C:10](=[O:15])[C:9]2=[CH:19][O:18][CH2:16][CH3:17])([O:3][CH2:4][CH3:5])=[O:2]. The yield is 0.690.